From a dataset of Reaction yield outcomes from USPTO patents with 853,638 reactions. Predict the reaction yield, written as a fraction of the theoretical maximum amount of product (1.0 means a 100% yield; for example, 0.34 means a 34% yield). The reactants are [F:1][C:2]1[CH:3]=[C:4]([N:9]2[C:13]([CH3:15])([CH3:14])[C:12](=[O:16])[N:11]([C:17]3[CH:24]=[CH:23][C:20]([C:21]#[N:22])=[C:19]([C:25]([F:28])([F:27])[F:26])[CH:18]=3)[C:10]2=[S:29])[CH:5]=[CH:6][C:7]=1[OH:8].O[CH2:31][C:32]1([C:35]#[N:36])[CH2:34][CH2:33]1.N(C(N1CCCCC1)=O)=NC(N1CCCCC1)=O.C(P(CCCC)CCCC)CCC. The catalyst is CC1C=CC=CC=1. The product is [C:35]([C:32]1([CH2:31][O:8][C:7]2[CH:6]=[CH:5][C:4]([N:9]3[C:13]([CH3:14])([CH3:15])[C:12](=[O:16])[N:11]([C:17]4[CH:24]=[CH:23][C:20]([C:21]#[N:22])=[C:19]([C:25]([F:26])([F:27])[F:28])[CH:18]=4)[C:10]3=[S:29])=[CH:3][C:2]=2[F:1])[CH2:34][CH2:33]1)#[N:36]. The yield is 0.932.